From a dataset of Full USPTO retrosynthesis dataset with 1.9M reactions from patents (1976-2016). Predict the reactants needed to synthesize the given product. (1) The reactants are: Cl[C:2]1[N:7]=[C:6]([O:8][CH2:9][CH2:10][CH2:11][OH:12])[CH:5]=[CH:4][N:3]=1.C([O:15][C:16](=[O:28])[CH2:17][C@H:18]1[C:26]2[C:21](=[CH:22][C:23](O)=[CH:24][CH:25]=2)[CH2:20][CH2:19]1)C.[CH:42]1[CH:47]=[CH:46][C:45](P([C:42]2[CH:47]=[CH:46][CH:45]=[CH:44][CH:43]=2)[C:42]2[CH:47]=[CH:46][CH:45]=[CH:44][CH:43]=2)=[CH:44][CH:43]=1.[CH2:48]1CCN(C(N=NC(N2CCCCC2)=O)=O)C[CH2:49]1. Given the product [CH2:48]([C:42]1[CH:43]=[CH:44][C:45]([C:2]2[N:7]=[C:6]([O:8][CH2:9][CH2:10][CH2:11][O:12][C:23]3[CH:22]=[C:21]4[C:26](=[CH:25][CH:24]=3)[C@H:18]([CH2:17][C:16]([OH:15])=[O:28])[CH2:19][CH2:20]4)[CH:5]=[CH:4][N:3]=2)=[CH:46][CH:47]=1)[CH3:49], predict the reactants needed to synthesize it. (2) Given the product [F:12][C:13]([F:24])([F:23])[C:14]([O-:16])=[O:15].[CH2:2]([N+:6]1[CH:10]=[CH:9][N:8]([CH3:11])[CH:7]=1)[CH2:3][CH2:4][CH3:5], predict the reactants needed to synthesize it. The reactants are: [Cl-].[CH2:2]([N+:6]1[CH:10]=[CH:9][N:8]([CH3:11])[CH:7]=1)[CH2:3][CH2:4][CH3:5].[F:12][C:13]([F:24])([F:23])[C:14]([O:16]C(=O)C(F)(F)F)=[O:15]. (3) Given the product [CH3:17][C:16]1[O:15][C:14]([C:18]2[CH:23]=[CH:22][CH:21]=[CH:20][CH:19]=2)=[N:13][C:12]=1[CH2:11][CH2:10][O:9][C:6]1[N:7]=[CH:8][C:3]([CH2:2][CH:27]([N:28]2[CH:32]=[CH:31][CH:30]=[CH:29]2)[C:26]([OH:33])=[O:25])=[CH:4][CH:5]=1, predict the reactants needed to synthesize it. The reactants are: Br[CH2:2][C:3]1[CH:4]=[CH:5][C:6]([O:9][CH2:10][CH2:11][C:12]2[N:13]=[C:14]([C:18]3[CH:23]=[CH:22][CH:21]=[CH:20][CH:19]=3)[O:15][C:16]=2[CH3:17])=[N:7][CH:8]=1.C[O:25][C:26](=[O:33])[CH2:27][N:28]1[CH:32]=[CH:31][CH:30]=[CH:29]1.C[Si]([N-][Si](C)(C)C)(C)C.[Li+]. (4) Given the product [Si:40]([O:29][C@H:27]([CH3:28])[C@@H:11]([NH:10][C:4]1[CH:5]=[CH:6][C:7]([C:8]#[N:9])=[C:2]([Cl:1])[C:3]=1[CH3:30])[C:12]([NH:14][NH:15][C:16](=[O:26])[C:17]1[CH:22]=[CH:21][C:20]([N+:23]([O-:25])=[O:24])=[CH:19][CH:18]=1)=[O:13])([C:37]([CH3:39])([CH3:38])[CH3:36])([CH3:42])[CH3:41], predict the reactants needed to synthesize it. The reactants are: [Cl:1][C:2]1[C:3]([CH3:30])=[C:4]([NH:10][C@H:11]([C@H:27]([OH:29])[CH3:28])[C:12]([NH:14][NH:15][C:16](=[O:26])[C:17]2[CH:22]=[CH:21][C:20]([N+:23]([O-:25])=[O:24])=[CH:19][CH:18]=2)=[O:13])[CH:5]=[CH:6][C:7]=1[C:8]#[N:9].N1C=CN=C1.[CH3:36][C:37]([Si:40](Cl)([CH3:42])[CH3:41])([CH3:39])[CH3:38]. (5) Given the product [Cl:1][C:2]1[CH:7]=[C:6]([C:8]2[CH:13]=[CH:12][CH:11]=[CH:10][CH:9]=2)[N:5]=[C:4]2[CH:14]=[CH:15][NH:16][C:3]=12, predict the reactants needed to synthesize it. The reactants are: [Cl:1][C:2]1[CH:7]=[C:6]([C:8]2[CH:13]=[CH:12][CH:11]=[CH:10][CH:9]=2)[N:5]=[C:4]([C:14]#[CH:15])[C:3]=1[NH2:16].O. (6) Given the product [NH2:11][C:10]1[C:2]([Cl:1])=[C:3]([C:7]([F:14])=[CH:8][CH:9]=1)[C:4]([OH:6])=[O:5], predict the reactants needed to synthesize it. The reactants are: [Cl:1][C:2]1[C:10]([N+:11]([O-])=O)=[CH:9][CH:8]=[C:7]([F:14])[C:3]=1[C:4]([OH:6])=[O:5].[NH4+].[Cl-]. (7) Given the product [NH2:1][C:2]1[C:3]([C:16]2[CH:17]=[CH:18][CH:19]=[CH:20][CH:21]=2)=[N+:4]([O-:30])[CH:5]=[CH:6][C:7]=1[C:8]([C:10]1[CH:15]=[CH:14][CH:13]=[CH:12][CH:11]=1)=[O:9], predict the reactants needed to synthesize it. The reactants are: [NH2:1][C:2]1[C:3]([C:16]2[CH:21]=[CH:20][CH:19]=[CH:18][CH:17]=2)=[N:4][CH:5]=[CH:6][C:7]=1[C:8]([C:10]1[CH:15]=[CH:14][CH:13]=[CH:12][CH:11]=1)=[O:9].ClC1C=CC=C(C(OO)=[O:30])C=1. (8) Given the product [CH3:1][S:2]([O:31][CH:21]([CH:16]1[C:17](=[O:20])[N:18]([CH3:19])[CH:13]([CH2:6][C:7]2[CH:12]=[CH:11][CH:10]=[CH:9][CH:8]=2)[C:14](=[O:33])[N:15]1[CH3:32])[C:22]1[CH:27]=[CH:26][CH:25]=[CH:24][C:23]=1[N+:28]([O-:30])=[O:29])(=[O:4])=[O:3], predict the reactants needed to synthesize it. The reactants are: [CH3:1][S:2](Cl)(=[O:4])=[O:3].[CH2:6]([CH:13]1[N:18]([CH3:19])[C:17](=[O:20])[CH:16]([CH:21]([OH:31])[C:22]2[CH:27]=[CH:26][CH:25]=[CH:24][C:23]=2[N+:28]([O-:30])=[O:29])[N:15]([CH3:32])[C:14]1=[O:33])[C:7]1[CH:12]=[CH:11][CH:10]=[CH:9][CH:8]=1.